Dataset: Catalyst prediction with 721,799 reactions and 888 catalyst types from USPTO. Task: Predict which catalyst facilitates the given reaction. (1) The catalyst class is: 244. Product: [CH2:17]([O:1][C@@H:2]([CH:7]([CH3:9])[CH3:8])[C:3]([O:5][CH3:6])=[O:4])[C:18]1[CH:23]=[CH:22][CH:21]=[CH:20][CH:19]=1.[CH3:28][C@:2]([O:1][CH2:17][C:18]1[CH:23]=[CH:22][CH:21]=[CH:20][CH:19]=1)([CH:7]([CH3:9])[CH3:8])[C:3]([O:5][CH3:6])=[O:4]. Reactant: [OH:1][C@@H:2]([CH:7]([CH3:9])[CH3:8])[C:3]([O:5][CH3:6])=[O:4].C(Cl)Cl.ClC(Cl)(Cl)C(=N)O[CH2:17][C:18]1[CH:23]=[CH:22][CH:21]=[CH:20][CH:19]=1.F[C:28](F)(F)S(O)(=O)=O. (2) Reactant: [C:1]([C:5]1[N:9]([CH2:10][C@H:11]2[CH2:16][CH2:15][CH2:14][CH2:13][N:12]2[CH3:17])[C:8]2[CH:18]=[CH:19][C:20]([NH:22][C:23](=O)OC)=[CH:21][C:7]=2[N:6]=1)([CH3:4])([CH3:3])[CH3:2].Cl.CCOCC.[H-].[H-].[H-].[H-].[Li+].[Al+3].[C:39]([NH:42][C:43]1[CH:48]=[CH:47][C:46]([S:49](Cl)(=[O:51])=[O:50])=[CH:45][CH:44]=1)(=[O:41])[CH3:40]. The catalyst class is: 76. Product: [C:1]([C:5]1[N:9]([CH2:10][C@H:11]2[CH2:16][CH2:15][CH2:14][CH2:13][N:12]2[CH3:17])[C:8]2[CH:18]=[CH:19][C:20]([N:22]([CH3:23])[S:49]([C:46]3[CH:45]=[CH:44][C:43]([NH:42][C:39](=[O:41])[CH3:40])=[CH:48][CH:47]=3)(=[O:51])=[O:50])=[CH:21][C:7]=2[N:6]=1)([CH3:4])([CH3:3])[CH3:2]. (3) Reactant: C[O:2][C:3]([C:5]1([C:8]2[CH:13]=[CH:12][C:11]([C:14]3[CH:19]=[CH:18][C:17]([C:20]4[CH:21]=[N:22][N:23]([CH3:37])[C:24]=4[NH:25][C:26](=[O:36])[CH2:27][C@@H:28]([C:30]4[CH:35]=[CH:34][CH:33]=[CH:32][CH:31]=4)[CH3:29])=[CH:16][CH:15]=3)=[CH:10][CH:9]=2)[CH2:7][CH2:6]1)=[O:4].[OH-].[Na+]. Product: [CH3:37][N:23]1[C:24]([NH:25][C:26](=[O:36])[CH2:27][C@@H:28]([C:30]2[CH:31]=[CH:32][CH:33]=[CH:34][CH:35]=2)[CH3:29])=[C:20]([C:17]2[CH:18]=[CH:19][C:14]([C:11]3[CH:12]=[CH:13][C:8]([C:5]4([C:3]([OH:4])=[O:2])[CH2:6][CH2:7]4)=[CH:9][CH:10]=3)=[CH:15][CH:16]=2)[CH:21]=[N:22]1. The catalyst class is: 242. (4) Reactant: [NH2:1][C:2]1[C:3]([C:12](=[O:14])[CH3:13])=[N:4][CH:5]=[C:6]([C:8]([F:11])([F:10])[F:9])[CH:7]=1.Cl[C:16](=[O:23])[CH2:17][C:18]([O:20][CH2:21][CH3:22])=[O:19]. Product: [C:12]([C:3]1[C:2]([NH:1][C:16](=[O:23])[CH2:17][C:18]([O:20][CH2:21][CH3:22])=[O:19])=[CH:7][C:6]([C:8]([F:11])([F:9])[F:10])=[CH:5][N:4]=1)(=[O:14])[CH3:13]. The catalyst class is: 34. (5) Reactant: C(O)(=O)C.[CH:5]([NH2:7])=[NH:6].C([O:10][C:11](=O)[CH:12]([CH2:18][CH3:19])[C:13](OCC)=[O:14])C.[O-]CC.[Na+]. Product: [CH2:18]([C:12]1[C:13]([OH:14])=[N:6][CH:5]=[N:7][C:11]=1[OH:10])[CH3:19]. The catalyst class is: 8. (6) The catalyst class is: 2. Reactant: C(OC([N:8]1[CH2:12][CH2:11][C@H:10]([O:13][C:14]2[C:15]([CH3:35])=[C:16]3[C:21](=[CH:22][CH:23]=2)[N:20]=[CH:19][CH:18]=[C:17]3[C:24]2[CH:25]=[N:26][C:27]([O:33][CH3:34])=[C:28]([CH:30]([F:32])[F:31])[CH:29]=2)[CH2:9]1)=O)(C)(C)C.C(O)(C(F)(F)F)=O. Product: [F:32][CH:30]([F:31])[C:28]1[CH:29]=[C:24]([C:17]2[C:16]3[C:21](=[CH:22][CH:23]=[C:14]([O:13][C@H:10]4[CH2:11][CH2:12][NH:8][CH2:9]4)[C:15]=3[CH3:35])[N:20]=[CH:19][CH:18]=2)[CH:25]=[N:26][C:27]=1[O:33][CH3:34].